From a dataset of Reaction yield outcomes from USPTO patents with 853,638 reactions. Predict the reaction yield, written as a fraction of the theoretical maximum amount of product (1.0 means a 100% yield; for example, 0.34 means a 34% yield). (1) The reactants are [F:1][C:2]([F:14])([F:13])[C:3]1[CH:8]=[CH:7][CH:6]=[CH:5][C:4]=1[C:9](=[O:12])[CH2:10][CH3:11].[Br:15]Br. The catalyst is C(Cl)(Cl)(Cl)Cl. The product is [Br:15][CH:10]([CH3:11])[C:9]([C:4]1[CH:5]=[CH:6][CH:7]=[CH:8][C:3]=1[C:2]([F:13])([F:14])[F:1])=[O:12]. The yield is 0.950. (2) The reactants are [NH2:1][C:2]1[CH:30]=[CH:29][C:5]([CH2:6][C:7]2[NH:15][C:14]3[C:13](=[O:16])[N:12]([CH2:17][C:18]4[CH:23]=[CH:22][CH:21]=[CH:20][CH:19]=4)[C:11](=[O:24])[N:10]([CH2:25][CH2:26][CH2:27][CH3:28])[C:9]=3[N:8]=2)=[CH:4][CH:3]=1.[C:31]1(=O)[O:36][C:34](=[O:35])[CH2:33][CH2:32]1. The catalyst is CN(C)C=O. The product is [CH2:17]([N:12]1[C:13](=[O:16])[C:14]2[NH:15][C:7]([CH2:6][C:5]3[CH:4]=[CH:3][C:2]([N:1]4[C:34](=[O:35])[CH2:33][CH2:32][C:31]4=[O:36])=[CH:30][CH:29]=3)=[N:8][C:9]=2[N:10]([CH2:25][CH2:26][CH2:27][CH3:28])[C:11]1=[O:24])[C:18]1[CH:23]=[CH:22][CH:21]=[CH:20][CH:19]=1. The yield is 0.360.